From a dataset of Full USPTO retrosynthesis dataset with 1.9M reactions from patents (1976-2016). Predict the reactants needed to synthesize the given product. Given the product [Cl:54][C:55]1[CH:60]=[C:59]([CH3:61])[CH:58]=[CH:57][C:56]=1[NH:62][C:29]([CH2:28][CH:19]([C:5]1[C:4]([CH:1]2[CH2:2][CH2:3]2)=[C:8]([CH:9]2[CH2:10][CH:11]([CH2:13][CH:14]([CH2:15][CH3:16])[CH2:17][CH3:18])[CH2:12]2)[O:7][N:6]=1)[CH2:20][C:21]([O:23][C:24]([CH3:25])([CH3:27])[CH3:26])=[O:22])=[O:31], predict the reactants needed to synthesize it. The reactants are: [CH:1]1([C:4]2[C:5]([CH:19]([CH2:28][C:29]([O-:31])=O)[CH2:20][C:21]([O:23][C:24]([CH3:27])([CH3:26])[CH3:25])=[O:22])=[N:6][O:7][C:8]=2[CH:9]2[CH2:12][CH:11]([CH2:13][CH:14]([CH2:17][CH3:18])[CH2:15][CH3:16])[CH2:10]2)[CH2:3][CH2:2]1.C1C=CC2N(O)N=NC=2C=1.CCN=C=NCCCN(C)C.Cl.[Cl:54][C:55]1[CH:60]=[C:59]([CH3:61])[CH:58]=[CH:57][C:56]=1[NH2:62].